Dataset: Reaction yield outcomes from USPTO patents with 853,638 reactions. Task: Predict the reaction yield, written as a fraction of the theoretical maximum amount of product (1.0 means a 100% yield; for example, 0.34 means a 34% yield). (1) The reactants are Br[C:2]1[S:6][C:5]([CH:7]=[O:8])=[CH:4][C:3]=1[C:9]1[CH:14]=[CH:13][CH:12]=[CH:11][CH:10]=1.[C:15]1([O-:21])[CH:20]=[CH:19][CH:18]=[CH:17][CH:16]=1.[Na+].O. The catalyst is CN(C)C=O. The product is [O:21]([C:2]1[S:6][C:5]([CH:7]=[O:8])=[CH:4][C:3]=1[C:9]1[CH:14]=[CH:13][CH:12]=[CH:11][CH:10]=1)[C:15]1[CH:20]=[CH:19][CH:18]=[CH:17][CH:16]=1. The yield is 0.220. (2) The reactants are [CH3:1][O:2][C:3]1[CH:4]=[C:5]2[C:10](=[CH:11][C:12]=1[O:13][CH3:14])[N:9]=[CH:8][CH:7]=[C:6]2[O:15][C:16]1[CH:22]=[CH:21][C:19]([NH2:20])=[C:18]([CH3:23])[C:17]=1[CH3:24].Cl[C:26](Cl)([O:28][C:29](=[O:35])OC(Cl)(Cl)Cl)Cl.[C:37]([C:41]1[CH:46]=[CH:45]C(O)=[CH:43][CH:42]=1)([CH3:40])([CH3:39])[CH3:38].C(=O)(O)[O-].[Na+]. The catalyst is C(Cl)Cl.C(N(CC)CC)C.C1(C)C=CC=CC=1. The product is [CH3:1][O:2][C:3]1[CH:4]=[C:5]2[C:10](=[CH:11][C:12]=1[O:13][CH3:14])[N:9]=[CH:8][CH:7]=[C:6]2[O:15][C:16]1[CH:22]=[CH:21][C:19]([NH:20][C:29](=[O:35])[O:28][C:26]2[CH:45]=[CH:46][C:41]([C:37]([CH3:40])([CH3:39])[CH3:38])=[CH:42][CH:43]=2)=[C:18]([CH3:23])[C:17]=1[CH3:24]. The yield is 0.420. (3) The reactants are [Cl:1][C:2]1[CH:8]=[CH:7][C:5]([NH2:6])=[C:4]([C:9]2[CH:14]=[C:13]([O:15][CH3:16])[N:12]=[CH:11][N:10]=2)[C:3]=1[F:17].C(ON=O)CC(C)C.[Si](N=[N+:31]=[N-:32])(C)(C)C.[F:33][C:34]([F:38])([F:37])[C:35]#[CH:36]. The catalyst is C(#N)C.CCOC(C)=O. The product is [Cl:1][C:2]1[C:3]([F:17])=[C:4]([C:9]2[CH:14]=[C:13]([O:15][CH3:16])[N:12]=[CH:11][N:10]=2)[C:5]([N:6]2[CH:36]=[C:35]([C:34]([F:38])([F:37])[F:33])[N:31]=[N:32]2)=[CH:7][CH:8]=1. The yield is 0.810. (4) The reactants are [C:1]([C@H:5]1[CH2:10][CH2:9][C@H:8]([O:11][C:12]2[C:13]([C:24]([F:27])([F:26])[F:25])=[C:14]3[C:19](=[CH:20][CH:21]=2)[CH:18]=[C:17]([CH:22]=O)[CH:16]=[CH:15]3)[CH2:7][CH2:6]1)([CH3:4])([CH3:3])[CH3:2].[NH:28]1[CH2:31][CH:30]([C:32]([O:34][CH3:35])=[O:33])[CH2:29]1.[BH3-]C#N.[Na+]. The catalyst is C(O)C. The product is [C:1]([C@H:5]1[CH2:10][CH2:9][C@H:8]([O:11][C:12]2[C:13]([C:24]([F:25])([F:26])[F:27])=[C:14]3[C:19](=[CH:20][CH:21]=2)[CH:18]=[C:17]([CH2:22][N:28]2[CH2:31][CH:30]([C:32]([O:34][CH3:35])=[O:33])[CH2:29]2)[CH:16]=[CH:15]3)[CH2:7][CH2:6]1)([CH3:4])([CH3:2])[CH3:3]. The yield is 0.400. (5) The reactants are [C:1]([C:3]1[C:11]2[C:6](=[C:7]([C:12]([N:14]3[CH2:19][CH2:18][N:17]([CH2:20][CH2:21][C:22]4[CH:27]=[CH:26][C:25]([F:28])=[CH:24][CH:23]=4)[CH2:16][CH2:15]3)=[O:13])[CH:8]=[CH:9][CH:10]=2)[NH:5][CH:4]=1)#[N:2].[P:29](=[O:33])([OH:32])([OH:31])[OH:30]. The catalyst is C(O)C. The product is [OH2:13].[P:29]([OH:33])([OH:32])([OH:31])=[O:30].[C:1]([C:3]1[C:11]2[C:6](=[C:7]([C:12]([N:14]3[CH2:15][CH2:16][N:17]([CH2:20][CH2:21][C:22]4[CH:23]=[CH:24][C:25]([F:28])=[CH:26][CH:27]=4)[CH2:18][CH2:19]3)=[O:13])[CH:8]=[CH:9][CH:10]=2)[NH:5][CH:4]=1)#[N:2]. The yield is 0.980. (6) The reactants are [C:1]([C:5]1[CH:10]=[CH:9][C:8]([S:11]([NH:14][C:15]2[CH:16]=[C:17]3[C:21](=[CH:22][CH:23]=2)[NH:20][C:19]([C:24](O)=[O:25])=[C:18]3[C:27]2[CH:32]=[CH:31][CH:30]=[C:29]([O:33][CH3:34])[CH:28]=2)(=[O:13])=[O:12])=[CH:7][CH:6]=1)([CH3:4])([CH3:3])[CH3:2].[NH2:35][CH:36]1[CH2:41][CH2:40][O:39][CH2:38][CH2:37]1. The catalyst is ClCCl.CO. The product is [O:39]1[CH2:40][CH2:41][CH:36]([NH:35][C:24]([C:19]2[NH:20][C:21]3[C:17]([C:18]=2[C:27]2[CH:32]=[CH:31][CH:30]=[C:29]([O:33][CH3:34])[CH:28]=2)=[CH:16][C:15]([NH:14][S:11]([C:8]2[CH:7]=[CH:6][C:5]([C:1]([CH3:4])([CH3:3])[CH3:2])=[CH:10][CH:9]=2)(=[O:12])=[O:13])=[CH:23][CH:22]=3)=[O:25])[CH2:37][CH2:38]1. The yield is 0.750. (7) The reactants are FC(F)(F)C1C=C(NC(=O)NC2C=CC(C3SC(CCC(OC)=O)=NC=3)=CC=2)C=CC=1.[F:32][C:33]([F:56])([F:55])[S:34]([N:37]1[CH2:42][CH2:41][CH:40]([C:43]2[S:44][C:45]([C:48]3[CH:54]=[CH:53][C:51]([NH2:52])=[CH:50][CH:49]=3)=[CH:46][N:47]=2)[CH2:39][CH2:38]1)(=[O:36])=[O:35].[Cl:57][C:58]1[CH:63]=[CH:62][CH:61]=[CH:60][C:59]=1[N:64]=[C:65]=[O:66]. No catalyst specified. The product is [Cl:57][C:58]1[CH:63]=[CH:62][CH:61]=[CH:60][C:59]=1[NH:64][C:65]([NH:52][C:51]1[CH:53]=[CH:54][C:48]([C:45]2[S:44][C:43]([CH:40]3[CH2:41][CH2:42][N:37]([S:34]([C:33]([F:32])([F:55])[F:56])(=[O:35])=[O:36])[CH2:38][CH2:39]3)=[N:47][CH:46]=2)=[CH:49][CH:50]=1)=[O:66]. The yield is 0.930. (8) The reactants are [CH3:1][O:2][C:3](=[O:21])[C@@H:4]([NH:13][C:14]([O:16][C:17]([CH3:20])([CH3:19])[CH3:18])=[O:15])[CH2:5][C:6]1[CH:11]=[CH:10][C:9]([NH2:12])=[CH:8][CH:7]=1.Cl[C:23]1[C:32]2[C:27](=[CH:28][N:29]=[CH:30][CH:31]=2)[CH:26]=[CH:25][N:24]=1.CCN(C(C)C)C(C)C. The catalyst is C(OCCO)C. The product is [CH3:1][O:2][C:3](=[O:21])[C@@H:4]([NH:13][C:14]([O:16][C:17]([CH3:18])([CH3:20])[CH3:19])=[O:15])[CH2:5][C:6]1[CH:11]=[CH:10][C:9]([NH:12][C:23]2[C:32]3[C:27](=[CH:28][N:29]=[CH:30][CH:31]=3)[CH:26]=[CH:25][N:24]=2)=[CH:8][CH:7]=1. The yield is 0.470.